From a dataset of NCI-60 drug combinations with 297,098 pairs across 59 cell lines. Regression. Given two drug SMILES strings and cell line genomic features, predict the synergy score measuring deviation from expected non-interaction effect. Drug 1: C1CCN(CC1)CCOC2=CC=C(C=C2)C(=O)C3=C(SC4=C3C=CC(=C4)O)C5=CC=C(C=C5)O. Drug 2: CC1C(C(CC(O1)OC2CC(OC(C2O)C)OC3=CC4=CC5=C(C(=O)C(C(C5)C(C(=O)C(C(C)O)O)OC)OC6CC(C(C(O6)C)O)OC7CC(C(C(O7)C)O)OC8CC(C(C(O8)C)O)(C)O)C(=C4C(=C3C)O)O)O)O. Cell line: OVCAR-4. Synergy scores: CSS=15.6, Synergy_ZIP=-3.74, Synergy_Bliss=-1.93, Synergy_Loewe=-16.7, Synergy_HSA=-4.59.